Dataset: Forward reaction prediction with 1.9M reactions from USPTO patents (1976-2016). Task: Predict the product of the given reaction. (1) Given the reactants [CH3:1][C:2]1[C:7]([CH2:8][OH:9])=[CH:6][CH:5]=[CH:4][C:3]=1[C:10]1[C:15]([CH3:16])=[CH:14][C:13]([O:17][C@H:18]2[CH2:22][CH2:21][O:20][CH2:19]2)=[CH:12][C:11]=1[CH3:23].O[C:25]1[CH:38]=[CH:37][C:28]2[C@H:29]([CH2:32][C:33]([O:35][CH3:36])=[O:34])[CH2:30][O:31][C:27]=2[CH:26]=1.C1(P(C2C=CC=CC=2)C2C=CC=CC=2)C=CC=CC=1.N(C(OC(C)C)=O)=NC(OC(C)C)=O, predict the reaction product. The product is: [CH3:1][C:2]1[C:7]([CH2:8][O:9][C:25]2[CH:38]=[CH:37][C:28]3[C@H:29]([CH2:32][C:33]([O:35][CH3:36])=[O:34])[CH2:30][O:31][C:27]=3[CH:26]=2)=[CH:6][CH:5]=[CH:4][C:3]=1[C:10]1[C:11]([CH3:23])=[CH:12][C:13]([O:17][C@H:18]2[CH2:22][CH2:21][O:20][CH2:19]2)=[CH:14][C:15]=1[CH3:16]. (2) Given the reactants [CH2:1]([O:3][C:4](=[O:23])[CH2:5][C:6]1[CH:11]=[CH:10][CH:9]=[C:8]([NH:12][C:13](=[O:22])[C:14]2[CH:19]=[C:18]([F:20])[CH:17]=[C:16](Br)[CH:15]=2)[CH:7]=1)[CH3:2].[C:24]1(B(O)O)[CH:29]=[CH:28][CH:27]=[CH:26][CH:25]=1, predict the reaction product. The product is: [CH2:1]([O:3][C:4](=[O:23])[CH2:5][C:6]1[CH:11]=[CH:10][CH:9]=[C:8]([NH:12][C:13]([C:14]2[CH:15]=[C:16]([C:24]3[CH:29]=[CH:28][CH:27]=[CH:26][CH:25]=3)[CH:17]=[C:18]([F:20])[CH:19]=2)=[O:22])[CH:7]=1)[CH3:2]. (3) Given the reactants [Si:1]([O:8][CH2:9][C:10]1[CH:15]=[CH:14][N:13]=[CH:12][CH:11]=1)([C:4]([CH3:7])([CH3:6])[CH3:5])([CH3:3])[CH3:2].[CH3:16][C:17]([CH3:23])([CH3:22])[CH2:18][CH2:19][Mg]Cl.[C:24](Cl)(=[O:27])[O:25][CH3:26].O, predict the reaction product. The product is: [Si:1]([O:8][CH2:9][C:10]1[CH:11]=[CH:12][N:13]([C:24]([O:25][CH3:26])=[O:27])[CH:14]([CH2:19][CH2:18][C:17]([CH3:23])([CH3:22])[CH3:16])[CH:15]=1)([C:4]([CH3:7])([CH3:6])[CH3:5])([CH3:3])[CH3:2]. (4) The product is: [F:15][CH2:14][C@H:9]1[CH2:10][O:11][CH2:12][CH2:13][NH:8]1.[F:30][CH:28]1[CH2:27][O:26][CH2:25][CH2:24][NH:23][CH2:29]1. Given the reactants C([N:8]1[CH2:13][CH2:12][O:11][CH2:10][C@@H:9]1[CH2:14][F:15])C1C=CC=CC=1.C([N:23]1[CH2:29][CH:28]([F:30])[CH2:27][O:26][CH2:25][CH2:24]1)C1C=CC=CC=1, predict the reaction product.